Dataset: Full USPTO retrosynthesis dataset with 1.9M reactions from patents (1976-2016). Task: Predict the reactants needed to synthesize the given product. (1) Given the product [C:34]([C:36]1[CH:40]=[C:39]([C:41]2[CH:46]=[C:45]([Cl:47])[CH:44]=[CH:43][C:42]=2[O:48][CH2:49][C:50]2[CH:51]=[CH:52][CH:53]=[CH:54][CH:55]=2)[N:38]([C:56]2[CH:57]=[C:58]([CH:62]=[CH:63][CH:64]=2)[C:59]([OH:61])=[O:60])[N:37]=1)([OH:35])=[O:33], predict the reactants needed to synthesize it. The reactants are: C(C1C=C(C2C=CC=CC=2OCC2C=CC=CC=2)N(C2C=C(C=CC=2)C(O)=O)N=1)(O)=O.C[O:33][C:34]([C:36]1[CH:40]=[C:39]([C:41]2[CH:46]=[C:45]([Cl:47])[CH:44]=[CH:43][C:42]=2[O:48][CH2:49][C:50]2[CH:55]=[CH:54][CH:53]=[CH:52][CH:51]=2)[N:38]([C:56]2[CH:57]=[C:58]([CH:62]=[CH:63][CH:64]=2)[C:59]([OH:61])=[O:60])[N:37]=1)=[O:35]. (2) Given the product [Cl:18][C:19]1[S:23][C:22]([S:24]([N:27]2[CH2:28][CH2:30][CH:35]([C:34]([NH2:33])=[O:10])[CH2:44][CH2:42]2)(=[O:25])=[O:26])=[CH:21][CH:20]=1, predict the reactants needed to synthesize it. The reactants are: ClC1C(C)=C(C2[O:10]C(CC)=CN=2)C=NC=1Cl.Cl.[Cl:18][C:19]1[S:23][C:22]([S:24]([NH:27][C:28]([CH:30]2[CH2:35][CH2:34][NH:33]CC2)=O)(=[O:26])=[O:25])=[CH:21][CH:20]=1.CCN([CH:42]([CH3:44])C)C(C)C. (3) Given the product [C:1]([C:3]1[CH:8]=[CH:7][C:6]([CH2:9][CH2:10][C:11]([O:13][C:14]([CH3:15])([CH3:17])[CH3:16])=[O:12])=[CH:5][C:4]=1[O:18][CH3:19])#[N:2], predict the reactants needed to synthesize it. The reactants are: [C:1]([C:3]1[CH:8]=[CH:7][C:6]([CH:9]=[CH:10][C:11]([O:13][C:14]([CH3:17])([CH3:16])[CH3:15])=[O:12])=[CH:5][C:4]=1[O:18][CH3:19])#[N:2].[H][H]. (4) Given the product [CH3:33][C:21]1[CH:22]=[CH:23][C:24]([S:27]([N:30]2[CH:4]=[C:3]([C@@H:2]([C:5]3[CH:6]=[CH:7][C:8]([CH2:9][C:10]4[S:11][CH:12]=[C:13]([C:15]([F:18])([F:17])[F:16])[N:14]=4)=[CH:19][CH:20]=3)[CH3:1])[N:32]=[N:31]2)(=[O:29])=[O:28])=[CH:25][CH:26]=1, predict the reactants needed to synthesize it. The reactants are: [CH3:1][C@@H:2]([C:5]1[CH:20]=[CH:19][C:8]([CH2:9][C:10]2[S:11][CH:12]=[C:13]([C:15]([F:18])([F:17])[F:16])[N:14]=2)=[CH:7][CH:6]=1)[C:3]#[CH:4].[C:21]1([CH3:33])[CH:26]=[CH:25][C:24]([S:27]([N:30]=[N+:31]=[N-:32])(=[O:29])=[O:28])=[CH:23][CH:22]=1. (5) Given the product [Br:1][C:2]1[CH:7]=[CH:6][C:5]([CH:8]([C:23]2[CH:28]=[CH:27][CH:26]=[CH:25][C:24]=2[CH3:29])[CH2:9]/[C:10](/[C:12]2[CH:13]=[CH:14][C:15](=[O:22])[N:16]([CH2:18][CH:19]3[CH2:21][CH2:20]3)[CH:17]=2)=[N:31]\[OH:32])=[CH:4][CH:3]=1, predict the reactants needed to synthesize it. The reactants are: [Br:1][C:2]1[CH:7]=[CH:6][C:5]([CH:8]([C:23]2[CH:28]=[CH:27][CH:26]=[CH:25][C:24]=2[CH3:29])[CH2:9][C:10]([C:12]2[CH:13]=[CH:14][C:15](=[O:22])[N:16]([CH2:18][CH:19]3[CH2:21][CH2:20]3)[CH:17]=2)=O)=[CH:4][CH:3]=1.Cl.[NH2:31][OH:32].C([O-])(O)=O.[Na+].